This data is from Reaction yield outcomes from USPTO patents with 853,638 reactions. The task is: Predict the reaction yield, written as a fraction of the theoretical maximum amount of product (1.0 means a 100% yield; for example, 0.34 means a 34% yield). The reactants are [CH3:1][N:2]1[C:6]([C:7]([OH:9])=O)=[C:5]([CH3:10])[N:4]=[CH:3]1.C(N1C=CN=C1)(N1C=CN=C1)=O.O[NH:24][C:25](=[NH:27])[CH3:26]. The catalyst is CN(C=O)C. The product is [CH3:1][N:2]1[C:6]([C:7]2[O:9][N:27]=[C:25]([CH3:26])[N:24]=2)=[C:5]([CH3:10])[N:4]=[CH:3]1. The yield is 0.610.